From a dataset of Catalyst prediction with 721,799 reactions and 888 catalyst types from USPTO. Predict which catalyst facilitates the given reaction. (1) Reactant: [CH3:1][O:2][C:3]1[CH:4]=[C:5]2[C:9](=[CH:10][CH:11]=1)[NH:8][C:7]([C:12]1[CH:17]=[CH:16][CH:15]=[CH:14][CH:13]=1)=[CH:6]2.[H-].[Na+].Br[CH2:21][C:22]1[CH:23]=[C:24]([CH:29]=[CH:30][CH:31]=1)[C:25]([O:27][CH3:28])=[O:26].ClCCl.CCCCCC. Product: [CH3:1][O:2][C:3]1[CH:4]=[C:5]2[C:9](=[CH:10][CH:11]=1)[N:8]([CH2:21][C:22]1[CH:23]=[C:24]([CH:29]=[CH:30][CH:31]=1)[C:25]([O:27][CH3:28])=[O:26])[C:7]([C:12]1[CH:13]=[CH:14][CH:15]=[CH:16][CH:17]=1)=[CH:6]2. The catalyst class is: 9. (2) Reactant: [CH3:1][C:2]1[C:11]2[C:6](=[CH:7][CH:8]=[CH:9][CH:10]=2)[CH:5]=[CH:4][CH:3]=1.[C:12](Cl)(=[O:16])[C:13]([CH3:15])=[CH2:14].[Cl-].[Al+3].[Cl-].[Cl-]. Product: [CH3:1][C:2]1[C:11]2[C:6](=[CH:7][C:8]([C:12](=[O:16])[C:13]([CH3:15])=[CH2:14])=[CH:9][CH:10]=2)[CH:5]=[CH:4][CH:3]=1. The catalyst class is: 4.